This data is from Reaction yield outcomes from USPTO patents with 853,638 reactions. The task is: Predict the reaction yield, written as a fraction of the theoretical maximum amount of product (1.0 means a 100% yield; for example, 0.34 means a 34% yield). (1) The reactants are [CH3:1][N:2]1[C@@H:19]2[CH2:20][C:7]3[CH:8]=[CH:9][C:10]([O:22][CH3:23])=[C:11]4[O:12][C@H:13]5[C:14]([CH2:16][CH2:17][C@:18]2([OH:21])[C@:5]5([C:6]=34)[CH2:4][CH2:3]1)=[O:15].Cl.C([O-])(O)=O.[Na+]. The catalyst is O. The product is [CH3:1][N:2]1[C@@H:19]2[CH2:20][C:7]3[CH:8]=[CH:9][C:10]([O:22][CH3:23])=[C:11]4[O:12][C@H:13]5[C:14]([CH2:16][CH2:17][C@:18]2([OH:21])[C@:5]5([C:6]=34)[CH2:4][CH2:3]1)=[O:15]. The yield is 0.980. (2) The reactants are [F:1][C:2]1[CH:7]=[CH:6][C:5]([C@H:8]([CH2:18][C:19]([N:21]2[CH2:26][CH2:25][O:24][CH2:23][CH2:22]2)=[O:20])[C:9]([NH:11][C@H:12]([CH2:16][OH:17])[CH:13]([CH3:15])[CH3:14])=[O:10])=[CH:4][CH:3]=1.CC(OI1(OC(C)=O)(OC(C)=O)OC(=O)C2C=CC=CC1=2)=O. The catalyst is C(Cl)Cl.CCOC(C)=O. The product is [F:1][C:2]1[CH:7]=[CH:6][C:5]([C@H:8]([CH2:18][C:19]([N:21]2[CH2:26][CH2:25][O:24][CH2:23][CH2:22]2)=[O:20])[C:9]([NH:11][C@H:12]([CH:16]=[O:17])[CH:13]([CH3:14])[CH3:15])=[O:10])=[CH:4][CH:3]=1. The yield is 0.620. (3) The reactants are [OH:1][C:2]1[C:9]([CH3:10])=[CH:8][C:5]([CH:6]=[O:7])=[CH:4][C:3]=1[CH3:11].C([O-])([O-])=O.[K+].[K+].Br[CH2:19][C@H:20]1[NH:24][C:23](=[O:25])[CH2:22][CH2:21]1. The catalyst is CN(C=O)C. The product is [CH3:10][C:9]1[CH:8]=[C:5]([CH:4]=[C:3]([CH3:11])[C:2]=1[O:1][CH2:19][C@@H:20]1[CH2:21][CH2:22][C:23](=[O:25])[NH:24]1)[CH:6]=[O:7]. The yield is 0.0500. (4) The reactants are [Cl:1][C:2]1[N:10]=[C:9]2[C:5]([N:6]=[CH:7][N:8]2[CH3:11])=[C:4]([N:12]2[CH2:17][CH2:16][O:15][CH2:14][CH2:13]2)[N:3]=1.CN(CCN(C)C)C.[Li]CCCC.ClCC[I:34]. The catalyst is C1COCC1. The product is [Cl:1][C:2]1[N:10]=[C:9]2[C:5]([N:6]=[C:7]([I:34])[N:8]2[CH3:11])=[C:4]([N:12]2[CH2:17][CH2:16][O:15][CH2:14][CH2:13]2)[N:3]=1. The yield is 0.910. (5) The reactants are [Cl:1][C:2]1[CH:8]=[CH:7][C:5]([OH:6])=[CH:4][C:3]=1[OH:9].[C:10]([CH2:12][CH2:13][CH2:14][CH2:15][O:16][C:17]1[CH:18]=[C:19]([CH2:23][C:24]([OH:26])=O)[CH:20]=[CH:21][CH:22]=1)#[N:11].P(Cl)(Cl)(Cl)(Cl)Cl.[CH3:33]N(C=O)C. No catalyst specified. The product is [Cl:1][C:2]1[CH:8]=[C:7]2[C:5](=[CH:4][C:3]=1[OH:9])[O:6][CH:33]=[C:23]([C:19]1[CH:18]=[C:17]([CH:22]=[CH:21][CH:20]=1)[O:16][CH2:15][CH2:14][CH2:13][CH2:12][C:10]#[N:11])[C:24]2=[O:26]. The yield is 0.591. (6) The reactants are [C:1]1([CH3:24])[CH:6]=[CH:5][CH:4]=[C:3]([S:7]([N:10]2[CH2:19][CH:18]=[CH:17][C:16]3[N:15]=[CH:14][C:13]([C:20]([O:22][CH3:23])=[O:21])=[CH:12][C:11]2=3)(=[O:9])=[O:8])[CH:2]=1. The catalyst is CO. The product is [C:1]1([CH3:24])[CH:6]=[CH:5][CH:4]=[C:3]([S:7]([N:10]2[CH2:19][CH2:18][CH2:17][C:16]3[N:15]=[CH:14][C:13]([C:20]([O:22][CH3:23])=[O:21])=[CH:12][C:11]2=3)(=[O:9])=[O:8])[CH:2]=1. The yield is 0.880. (7) The reactants are [Cl:1][C:2]1[CH:3]=[C:4]([CH:6]=[CH:7][C:8]=1[Cl:9])[NH2:5].C(N(CC)CC)C.[C:17](Cl)(=[O:26])/[CH:18]=[CH:19]/[C:20]1[CH:25]=[CH:24][CH:23]=[CH:22][CH:21]=1. The catalyst is C1COCC1. The product is [Cl:1][C:2]1[CH:3]=[C:4]([NH:5][C:17](=[O:26])/[CH:18]=[CH:19]/[C:20]2[CH:25]=[CH:24][CH:23]=[CH:22][CH:21]=2)[CH:6]=[CH:7][C:8]=1[Cl:9]. The yield is 0.630. (8) The reactants are [C:1]([O:5][C:6](=[O:26])[N:7]([CH2:9][C:10]1[C:11]2[C:16]([C:17]([CH:24]=O)=[C:18]3[C:23]=1[CH:22]=[CH:21][CH:20]=[CH:19]3)=[CH:15][CH:14]=[CH:13][CH:12]=2)[CH3:8])([CH3:4])([CH3:3])[CH3:2].[CH3:27][NH2:28].[BH4-].[Na+]. The catalyst is C1COCC1.CO. The product is [C:1]([O:5][C:6](=[O:26])[N:7]([CH3:8])[CH2:9][C:10]1[C:11]2[C:16]([C:17]([CH2:24][NH:28][CH3:27])=[C:18]3[C:23]=1[CH:22]=[CH:21][CH:20]=[CH:19]3)=[CH:15][CH:14]=[CH:13][CH:12]=2)([CH3:2])([CH3:4])[CH3:3]. The yield is 0.830. (9) The catalyst is CN(C)C=O.C1C=CC([P]([Pd]([P](C2C=CC=CC=2)(C2C=CC=CC=2)C2C=CC=CC=2)([P](C2C=CC=CC=2)(C2C=CC=CC=2)C2C=CC=CC=2)[P](C2C=CC=CC=2)(C2C=CC=CC=2)C2C=CC=CC=2)(C2C=CC=CC=2)C2C=CC=CC=2)=CC=1. The product is [Cl:1][C:2]1[CH:30]=[C:29]([Cl:31])[CH:28]=[CH:27][C:3]=1[C:4]([C:6]1[O:7][C:8]2[CH:18]=[C:17]([C:40]3[CH:41]=[C:36]([NH:35][C:32](=[O:34])[CH3:33])[CH:37]=[CH:38][CH:39]=3)[CH:16]=[CH:15][C:9]=2[C:10]=1[C:11]([F:12])([F:13])[F:14])=[O:5]. The reactants are [Cl:1][C:2]1[CH:30]=[C:29]([Cl:31])[CH:28]=[CH:27][C:3]=1[C:4]([C:6]1[O:7][C:8]2[CH:18]=[C:17](OS(C(F)(F)F)(=O)=O)[CH:16]=[CH:15][C:9]=2[C:10]=1[C:11]([F:14])([F:13])[F:12])=[O:5].[C:32]([NH:35][C:36]1[CH:37]=[C:38](B(O)O)[CH:39]=[CH:40][CH:41]=1)(=[O:34])[CH3:33].C(=O)([O-])[O-].[K+].[K+]. The yield is 0.183. (10) The reactants are [CH3:1][C:2]([CH3:7])=[CH:3][C:4](Cl)=[O:5].[C:8]1([C:14]#[C:15][C:16]2[CH:34]=[CH:33][C:19]([C:20]([NH:22][C:23]3[CH:28]=[CH:27][CH:26]=[CH:25][C:24]=3[S:29](=[O:32])(=[O:31])[NH2:30])=[O:21])=[CH:18][CH:17]=2)[CH:13]=[CH:12][CH:11]=[CH:10][CH:9]=1. The catalyst is CN(C)C1C=CN=CC=1.O1CCCC1. The product is [CH3:1][C:2]([CH3:7])=[CH:3][C:4]([NH:30][S:29]([C:24]1[CH:25]=[CH:26][CH:27]=[CH:28][C:23]=1[NH:22][C:20](=[O:21])[C:19]1[CH:33]=[CH:34][C:16]([C:15]#[C:14][C:8]2[CH:13]=[CH:12][CH:11]=[CH:10][CH:9]=2)=[CH:17][CH:18]=1)(=[O:31])=[O:32])=[O:5]. The yield is 0.500.